This data is from Forward reaction prediction with 1.9M reactions from USPTO patents (1976-2016). The task is: Predict the product of the given reaction. (1) Given the reactants [Br:1][C:2]1[CH:3]=[C:4]([F:11])[C:5]([OH:10])=[C:6]([CH:9]=1)[C:7]#[N:8].[Cl:12][C:13]1[CH:20]=[C:19](F)[CH:18]=[CH:17][C:14]=1[C:15]#[N:16], predict the reaction product. The product is: [Br:1][C:2]1[CH:3]=[C:4]([F:11])[C:5]([O:10][C:19]2[CH:18]=[CH:17][C:14]([C:15]#[N:16])=[C:13]([Cl:12])[CH:20]=2)=[C:6]([CH:9]=1)[C:7]#[N:8]. (2) Given the reactants [C:1]([C:3]1[C:4]([CH3:15])=[N:5][S:6][C:7]=1[NH:8][C:9](=[O:14])[CH2:10][CH:11]([CH3:13])[CH3:12])#[N:2].[OH:16]O, predict the reaction product. The product is: [CH3:15][C:4]1[C:3]([C:1]([NH2:2])=[O:16])=[C:7]([NH:8][C:9](=[O:14])[CH2:10][CH:11]([CH3:13])[CH3:12])[S:6][N:5]=1. (3) Given the reactants [NH2:1][C:2]1[NH:6][N:5]=[CH:4][C:3]=1[C:7]1[CH:30]=[C:29]([Cl:31])[CH:28]=[CH:27][C:8]=1[O:9][C:10]1[C:15]([Cl:16])=[CH:14][C:13]([S:17]([NH:20][C:21]2[N:22]=[CH:23][S:24][CH:25]=2)(=[O:19])=[O:18])=[C:12]([F:26])[CH:11]=1.O.[C:33]1([CH3:43])[CH:38]=[CH:37][C:36]([S:39]([OH:42])(=[O:41])=[O:40])=[CH:35][CH:34]=1, predict the reaction product. The product is: [S:39]([C:36]1[CH:37]=[CH:38][C:33]([CH3:43])=[CH:34][CH:35]=1)([OH:42])(=[O:41])=[O:40].[NH2:1][C:2]1[NH:6][N:5]=[CH:4][C:3]=1[C:7]1[CH:30]=[C:29]([Cl:31])[CH:28]=[CH:27][C:8]=1[O:9][C:10]1[C:15]([Cl:16])=[CH:14][C:13]([S:17]([NH:20][C:21]2[N:22]=[CH:23][S:24][CH:25]=2)(=[O:19])=[O:18])=[C:12]([F:26])[CH:11]=1. (4) The product is: [C:35]([O:34][C:32]([NH:31][CH2:30][C:21]1[C:22]([C:23]2[CH:24]=[CH:25][C:26]([CH3:29])=[CH:27][CH:28]=2)=[C:17]([CH2:16][P:1](=[O:2])([O:5][CH2:6][CH3:7])[O:8][CH2:9][CH3:10])[C:18]([CH3:43])=[N:19][C:20]=1[CH2:39][CH:40]([CH3:41])[CH3:42])=[O:33])([CH3:36])([CH3:37])[CH3:38]. Given the reactants [P:1]([O:8][CH2:9][CH3:10])([O:5][CH2:6][CH3:7])[O:2]CC.CS(O[CH2:16][C:17]1[C:18]([CH3:43])=[N:19][C:20]([CH2:39][CH:40]([CH3:42])[CH3:41])=[C:21]([CH2:30][NH:31][C:32]([O:34][C:35]([CH3:38])([CH3:37])[CH3:36])=[O:33])[C:22]=1[C:23]1[CH:28]=[CH:27][C:26]([CH3:29])=[CH:25][CH:24]=1)(=O)=O, predict the reaction product. (5) The product is: [CH3:1][C:2]1[N:3]([C:8]2[N:13]=[C:12]([CH2:14][C:15]([N:17]3[C:25]4[C:20](=[CH:21][C:22]([NH:26][C:44]([C:31]5[C:32]([C:34]6[CH:39]=[CH:38][C:37]([C:40]([F:41])([F:43])[F:42])=[CH:36][CH:35]=6)=[CH:33][C:28]([CH3:27])=[CH:29][CH:30]=5)=[O:45])=[CH:23][CH:24]=4)[CH2:19][CH2:18]3)=[O:16])[CH:11]=[CH:10][CH:9]=2)[C:4]([CH3:7])=[CH:5][CH:6]=1. Given the reactants [CH3:1][C:2]1[N:3]([C:8]2[N:13]=[C:12]([CH2:14][C:15]([N:17]3[C:25]4[C:20](=[CH:21][C:22]([NH2:26])=[CH:23][CH:24]=4)[CH2:19][CH2:18]3)=[O:16])[CH:11]=[CH:10][CH:9]=2)[C:4]([CH3:7])=[CH:5][CH:6]=1.[CH3:27][C:28]1[CH:33]=[C:32]([C:34]2[CH:39]=[CH:38][C:37]([C:40]([F:43])([F:42])[F:41])=[CH:36][CH:35]=2)[C:31]([C:44](O)=[O:45])=[CH:30][CH:29]=1.O.ON1C2C=CC=CC=2N=N1.CN(C)CCCN=C=NCC, predict the reaction product. (6) Given the reactants [C:1]1(B(O)O)[CH:6]=[CH:5][CH:4]=[CH:3][CH:2]=1.[F-].[K+].Br[C:13]1[CH:18]=[C:17]([CH3:19])[CH:16]=[CH:15][C:14]=1[CH3:20], predict the reaction product. The product is: [CH3:20][C:14]1[CH:15]=[CH:16][C:17]([CH3:19])=[CH:18][C:13]=1[C:1]1[CH:6]=[CH:5][CH:4]=[CH:3][CH:2]=1. (7) Given the reactants [Si:1]([O:8][CH2:9][C:10]1[N:15]=[CH:14][C:13]2[N:16]=[CH:17][N:18]([C:19]3[S:23][C:22]([C:24]([O:26]C)=O)=[C:21]([O:28][C@@H:29]([C:31]4[CH:36]=[CH:35][CH:34]=[CH:33][C:32]=4[F:37])[CH3:30])[CH:20]=3)[C:12]=2[CH:11]=1)([C:4]([CH3:7])([CH3:6])[CH3:5])([CH3:3])[CH3:2].[NH3:38], predict the reaction product. The product is: [Si:1]([O:8][CH2:9][C:10]1[N:15]=[CH:14][C:13]2[N:16]=[CH:17][N:18]([C:19]3[S:23][C:22]([C:24]([NH2:38])=[O:26])=[C:21]([O:28][C@@H:29]([C:31]4[CH:36]=[CH:35][CH:34]=[CH:33][C:32]=4[F:37])[CH3:30])[CH:20]=3)[C:12]=2[CH:11]=1)([C:4]([CH3:7])([CH3:5])[CH3:6])([CH3:3])[CH3:2]. (8) Given the reactants [CH3:1][O:2][C:3]1[CH:14]=[CH:13][C:6]2[S:7](=[O:12])(=[O:11])[O:8][C:9](=[O:10])[C:5]=2[CH:4]=1.[CH3:15][OH:16], predict the reaction product. The product is: [CH3:15][O:16][C:9](=[O:10])[C:5]1[CH:4]=[C:3]([O:2][CH3:1])[CH:14]=[CH:13][C:6]=1[S:7]([OH:12])(=[O:11])=[O:8].